Dataset: Catalyst prediction with 721,799 reactions and 888 catalyst types from USPTO. Task: Predict which catalyst facilitates the given reaction. (1) Reactant: Cl[C:2]1[C:7]2[C:8](=[O:22])[N:9](CC3C=CC(OC)=CC=3OC)[CH2:10][C:6]=2[C:5]([F:23])=[C:4]([NH:24][C@@H:25]2[CH2:30][CH2:29][CH2:28][CH2:27][C@@H:26]2[NH:31]C(=O)OC(C)(C)C)[N:3]=1.CC1(C)C(C)(C)OB([C:47]2[S:48][CH:49]=[CH:50][CH:51]=2)O1.C([O-])([O-])=O.[Na+].[Na+]. Product: [NH2:31][C@H:26]1[CH2:27][CH2:28][CH2:29][CH2:30][C@H:25]1[NH:24][C:4]1[N:3]=[C:2]([C:47]2[S:48][CH:49]=[CH:50][CH:51]=2)[C:7]2[C:8](=[O:22])[NH:9][CH2:10][C:6]=2[C:5]=1[F:23]. The catalyst class is: 38. (2) The catalyst class is: 13. Reactant: [C:1]1(=O)[CH2:6][CH2:5][CH2:4][C:3](=[O:7])[CH2:2]1.[NH2:9][C:10]1[CH:15]=[CH:14][N:13]=[C:12]([C:16]([F:19])([F:18])[F:17])[CH:11]=1.C(O)(=O)C. Product: [F:19][C:16]([F:17])([F:18])[C:12]1[CH:11]=[C:10]([NH:9][C:1]2[CH2:6][CH2:5][CH2:4][C:3](=[O:7])[CH:2]=2)[CH:15]=[CH:14][N:13]=1. (3) Reactant: [CH2:1]([O:4][C:5]1[CH:10]=[CH:9][C:8]([C:11]2[N:16]=[CH:15][C:14]([CH2:17][C:18]([O:20][CH3:21])=[O:19])=[CH:13][CH:12]=2)=[C:7]([C:22]([F:25])([F:24])[F:23])[CH:6]=1)[CH2:2][CH3:3].C1C(=O)N([Br:33])C(=O)C1.CC(N=NC(C#N)(C)C)(C#N)C. Product: [Br:33][CH:17]([C:14]1[CH:15]=[N:16][C:11]([C:8]2[CH:9]=[CH:10][C:5]([O:4][CH2:1][CH2:2][CH3:3])=[CH:6][C:7]=2[C:22]([F:25])([F:23])[F:24])=[CH:12][CH:13]=1)[C:18]([O:20][CH3:21])=[O:19]. The catalyst class is: 53. (4) Reactant: [C:1]([O:5][C:6]([N:8]1[CH2:17][CH2:16][C:11]2([O:15][CH2:14][CH2:13][O:12]2)[CH2:10][CH2:9]1)=[O:7])([CH3:4])([CH3:3])[CH3:2].CN(CCN(C)C)C.C([Li])(CC)C.CN([CH:34]=[O:35])C. Product: [C:1]([O:5][C:6]([N:8]1[CH2:9][CH2:10][C:11]2([O:15][CH2:14][CH2:13][O:12]2)[CH2:16][CH:17]1[CH:34]=[O:35])=[O:7])([CH3:4])([CH3:2])[CH3:3]. The catalyst class is: 28. (5) Reactant: [C:1]([C:3]1[N:8]=[CH:7][C:6]([CH2:9][NH:10][C:11]2[CH:29]=[CH:28][CH:27]=[CH:26][C:12]=2[C:13]([NH:15][C:16]2[CH:17]=[C:18]3[C:22](=[CH:23][CH:24]=2)[NH:21][C:20](=[O:25])[CH2:19]3)=[O:14])=[CH:5][CH:4]=1)#[N:2].C(=O)([O-])[O-:31].[K+].[K+].OO. Product: [O:25]=[C:20]1[CH2:19][C:18]2[C:22](=[CH:23][CH:24]=[C:16]([NH:15][C:13]([C:12]3[CH:26]=[CH:27][CH:28]=[CH:29][C:11]=3[NH:10][CH2:9][C:6]3[CH:5]=[CH:4][C:3]([C:1]([NH2:2])=[O:31])=[N:8][CH:7]=3)=[O:14])[CH:17]=2)[NH:21]1. The catalyst class is: 58. (6) Reactant: [Br:1][C:2]1[CH:3]=[C:4]([C:7]([OH:9])=O)[S:5][CH:6]=1.C([N:12](CC)CC)C.CCN=C=NCCCN(C)C.Cl. Product: [Br:1][C:2]1[CH:3]=[C:4]([C:7]([NH2:12])=[O:9])[S:5][CH:6]=1. The catalyst class is: 10.